From a dataset of Forward reaction prediction with 1.9M reactions from USPTO patents (1976-2016). Predict the product of the given reaction. (1) The product is: [C:18]([C:10]1[C:11]2[C:16]([CH3:17])=[CH:15][NH:14][C:12]=2[N:13]=[C:8]([C:5]2[CH:6]=[CH:7][C:2]([Cl:1])=[C:3]([O:23][CH3:24])[C:4]=2[F:22])[N:9]=1)([OH:20])=[O:19]. Given the reactants [Cl:1][C:2]1[CH:7]=[CH:6][C:5]([C:8]2[N:9]=[C:10]([C:18]([O:20]C)=[O:19])[C:11]3[C:16]([CH3:17])=[CH:15][NH:14][C:12]=3[N:13]=2)=[C:4]([F:22])[C:3]=1[O:23][CH3:24].[OH-].[Na+].O1CCCC1, predict the reaction product. (2) Given the reactants C([Mg]Br)C.C(NC(C)C)(C)C.[Cl:12][C:13]1[CH:14]=[C:15]([C:20]([F:23])([F:22])[F:21])[CH:16]=[CH:17][C:18]=1[F:19].[C:24](=[O:26])=[O:25].Cl.CC1CCCCC1, predict the reaction product. The product is: [Cl:12][C:13]1[C:18]([F:19])=[C:17]([CH:16]=[C:15]([C:20]([F:23])([F:21])[F:22])[CH:14]=1)[C:24]([OH:26])=[O:25]. (3) Given the reactants [C:1]([N:4]1[CH2:9][CH2:8][N:7]([C:10]2[CH:15]=[CH:14][C:13]([NH:16][C:17]3[N:18]=[CH:19][C:20]4[CH:25]=[C:24]([CH:26]=[O:27])[N:23]([CH:28]([CH2:31][CH3:32])[CH2:29][CH3:30])[C:21]=4[N:22]=3)=[CH:12][CH:11]=2)[CH2:6][CH2:5]1)(=[O:3])[CH3:2].C1(C)C=CC(S([N+:42]#[C-:43])(=O)=O)=CC=1.[C:45]([O-])([O-])=O.[K+].[K+], predict the reaction product. The product is: [CH2:31]([CH:28]([N:23]1[C:21]2[N:22]=[C:17]([NH:16][C:13]3[CH:14]=[CH:15][C:10]([N:7]4[CH2:8][CH2:9][N:4]([C:1](=[O:3])[CH3:2])[CH2:5][CH2:6]4)=[CH:11][CH:12]=3)[N:18]=[CH:19][C:20]=2[CH:25]=[C:24]1[C:26]1[O:27][CH:43]=[N:42][CH:45]=1)[CH2:29][CH3:30])[CH3:32]. (4) Given the reactants [F:1][C:2]1[CH:3]=[C:4]([N:9]2[CH2:13][C@H:12]([CH2:14][N:15]3[CH:19]=[C:18]([CH2:20][F:21])[N:17]=[N:16]3)[O:11][C:10]2=[O:22])[CH:5]=[CH:6][C:7]=1I.[B:23]1([B:23]2[O:27][C:26]([CH3:29])([CH3:28])[C:25]([CH3:31])([CH3:30])[O:24]2)[O:27][C:26]([CH3:29])([CH3:28])[C:25]([CH3:31])([CH3:30])[O:24]1.C([O-])(=O)C.[K+].C(OCC)(=O)C, predict the reaction product. The product is: [F:21][CH2:20][C:18]1[N:17]=[N:16][N:15]([CH2:14][C@@H:12]2[O:11][C:10](=[O:22])[N:9]([C:4]3[CH:5]=[CH:6][C:7]([B:23]4[O:27][C:26]([CH3:29])([CH3:28])[C:25]([CH3:31])([CH3:30])[O:24]4)=[C:2]([F:1])[CH:3]=3)[CH2:13]2)[CH:19]=1. (5) Given the reactants [OH-].[Na+].C[O:4][C:5](=[O:15])[C:6]1[CH:11]=[CH:10][C:9]([C:12]#[N:13])=[C:8]([Br:14])[CH:7]=1.Cl, predict the reaction product. The product is: [Br:14][C:8]1[CH:7]=[C:6]([CH:11]=[CH:10][C:9]=1[C:12]#[N:13])[C:5]([OH:15])=[O:4]. (6) Given the reactants [N+:1]([O-:4])([O-])=[O:2].[NH4+].[NH:6]1[CH:10]=[C:9]([C:11]([OH:13])=[O:12])[N:8]=[CH:7]1.[CH3:14]O.N, predict the reaction product. The product is: [CH3:14][O:12][C:11]([C:9]1[N:8]=[CH:7][NH:6][C:10]=1[N+:1]([O-:4])=[O:2])=[O:13]. (7) Given the reactants [CH2:1]([N:5]1[C:9](=[O:10])[C:8](Cl)=[C:7]([C:12]2[CH:17]=[CH:16][CH:15]=[CH:14][CH:13]=2)[S:6]1(=[O:19])=[O:18])[CH2:2][CH2:3][CH3:4].[CH3:20][O:21][C:22]1[CH:27]=[CH:26][C:25]([CH2:28][NH2:29])=[CH:24][CH:23]=1, predict the reaction product. The product is: [CH2:1]([N:5]1[C:9](=[O:10])[C:8]([NH:29][CH2:28][C:25]2[CH:26]=[CH:27][C:22]([O:21][CH3:20])=[CH:23][CH:24]=2)=[C:7]([C:12]2[CH:17]=[CH:16][CH:15]=[CH:14][CH:13]=2)[S:6]1(=[O:19])=[O:18])[CH2:2][CH2:3][CH3:4]. (8) Given the reactants [CH3:1][O:2][CH:3]([O:13][CH3:14])[CH2:4][C:5]1[N:12]=[CH:11][CH:10]=[CH:9][C:6]=1[C:7]#[N:8].C(=O)([O-])[O-:16].[Na+].[Na+].OO, predict the reaction product. The product is: [CH3:14][O:13][CH:3]([O:2][CH3:1])[CH2:4][C:5]1[N:12]=[CH:11][CH:10]=[CH:9][C:6]=1[C:7]([NH2:8])=[O:16]. (9) Given the reactants [NH:1]([C:3]1[CH:12]=[CH:11][CH:10]=[C:9]2[C:4]=1[CH:5]=[CH:6][CH:7]=[N:8]2)[NH2:2].C(N(CC)CC)C.Cl[C:21]([C:23]12[CH2:32][CH:27]3[CH2:28][CH:29]([CH2:31][CH:25]([CH2:26]3)[CH2:24]1)[CH2:30]2)=[O:22], predict the reaction product. The product is: [N:8]1[C:9]2[C:4](=[C:3]([NH:1][NH:2][C:21]([C:23]34[CH2:32][CH:27]5[CH2:26][CH:25]([CH2:31][CH:29]([CH2:28]5)[CH2:30]3)[CH2:24]4)=[O:22])[CH:12]=[CH:11][CH:10]=2)[CH:5]=[CH:6][CH:7]=1. (10) Given the reactants [Br:1][C:2]1[C:10]2[C:9](Cl)=[N:8][CH:7]=[N:6][C:5]=2[N:4]([CH2:12][CH2:13][CH:14]2[CH2:19][CH2:18][N:17]([C:20]([O:22][C:23]([CH3:26])([CH3:25])[CH3:24])=[O:21])[CH2:16][CH2:15]2)[CH:3]=1.[OH-].[NH4+:28], predict the reaction product. The product is: [NH2:28][C:9]1[C:10]2[C:2]([Br:1])=[CH:3][N:4]([CH2:12][CH2:13][CH:14]3[CH2:19][CH2:18][N:17]([C:20]([O:22][C:23]([CH3:26])([CH3:25])[CH3:24])=[O:21])[CH2:16][CH2:15]3)[C:5]=2[N:6]=[CH:7][N:8]=1.